From a dataset of Forward reaction prediction with 1.9M reactions from USPTO patents (1976-2016). Predict the product of the given reaction. (1) Given the reactants [CH:1]([C:4]1[CH:13]=[CH:12][C:7]2[N:8]=[C:9]([NH2:11])[S:10][C:6]=2[CH:5]=1)([CH3:3])[CH3:2].Br[CH:15]([CH2:20][CH3:21])[C:16]([O:18]C)=[O:17].[CH3:22][C:23]1C=CC2N=C(N)S[C:25]=2[CH:24]=1.Br[CH:34]([CH2:40][CH3:41])[C:35]([O:37]CC)=O, predict the reaction product. The product is: [CH:1]([C:4]1[CH:13]=[CH:12][C:7]2[N:8]([CH:15]([CH2:20][CH3:21])[C:16]([OH:18])=[O:17])[C:9](=[N:11][C:35](=[O:37])[C:34]3[CH:40]=[CH:41][C:24]([CH3:25])=[CH:23][CH:22]=3)[S:10][C:6]=2[CH:5]=1)([CH3:3])[CH3:2]. (2) The product is: [CH3:1][Si:2]([CH3:20])([CH3:19])[CH2:3][CH2:4][O:5][CH2:6][O:7][CH2:8][C:9]1[N:10]=[C:11]([C:14]([NH:22][NH2:23])=[O:15])[S:12][CH:13]=1. Given the reactants [CH3:1][Si:2]([CH3:20])([CH3:19])[CH2:3][CH2:4][O:5][CH2:6][O:7][CH2:8][C:9]1[N:10]=[C:11]([C:14](OCC)=[O:15])[S:12][CH:13]=1.O.[NH2:22][NH2:23], predict the reaction product. (3) Given the reactants [Br:1][C:2]1[C:7]([C:8]2[CH:13]=[CH:12][C:11]([F:14])=[CH:10][CH:9]=2)=[C:6]([F:15])[C:5]([OH:16])=[C:4]([CH:17]=[O:18])[CH:3]=1.I[CH2:20][CH3:21].C(=O)([O-])[O-].[K+].[K+], predict the reaction product. The product is: [Br:1][C:2]1[C:7]([C:8]2[CH:13]=[CH:12][C:11]([F:14])=[CH:10][CH:9]=2)=[C:6]([F:15])[C:5]([O:16][CH2:20][CH3:21])=[C:4]([CH:17]=[O:18])[CH:3]=1. (4) Given the reactants [N:1]1([C:7](OC(C)(C)C)=O)[CH2:6][CH2:5][NH:4][CH2:3][CH2:2]1.BrC1[CH:20]=[CH:19][CH:18]=[C:17]([C:21]2[CH:26]=[C:25]([C:27]([CH3:30])([CH3:29])[CH3:28])[CH:24]=[C:23]([C:31]([CH3:34])([CH3:33])[CH3:32])[CH:22]=2)[N:16]=1.C(N(C(C)C)CC)(C)C, predict the reaction product. The product is: [C:31]([C:23]1[CH:22]=[C:21]([C:17]2[N:16]=[C:7]([N:1]3[CH2:2][CH2:3][NH:4][CH2:5][CH2:6]3)[CH:20]=[CH:19][CH:18]=2)[CH:26]=[C:25]([C:27]([CH3:28])([CH3:29])[CH3:30])[CH:24]=1)([CH3:32])([CH3:33])[CH3:34]. (5) Given the reactants Cl[Si](C)(C)C.[BH4-].[Li+].[CH3:8][O:9][C:10]1[CH:24]=[CH:23][C:13]([CH2:14][N:15]2[C@H:20]([CH3:21])[CH2:19][O:18][CH2:17][C:16]2=O)=[CH:12][CH:11]=1.[OH-].[K+], predict the reaction product. The product is: [CH3:8][O:9][C:10]1[CH:11]=[CH:12][C:13]([CH2:14][N:15]2[C@H:20]([CH3:21])[CH2:19][O:18][CH2:17][CH2:16]2)=[CH:23][CH:24]=1. (6) Given the reactants [OH:1][C:2]1[CH:7]=[CH:6][C:5]([CH2:8][NH:9][C:10](=[O:18])[C:11]2[CH:16]=[CH:15][CH:14]=[N:13][C:12]=2[NH2:17])=[CH:4][CH:3]=1.Br[CH2:20][CH:21]=[CH2:22].C(=O)([O-])[O-].[Cs+].[Cs+].CN(C=O)C, predict the reaction product. The product is: [CH2:22]([O:1][C:2]1[CH:3]=[CH:4][C:5]([CH2:8][NH:9][C:10](=[O:18])[C:11]2[CH:16]=[CH:15][CH:14]=[N:13][C:12]=2[NH2:17])=[CH:6][CH:7]=1)[CH:21]=[CH2:20].